Dataset: Forward reaction prediction with 1.9M reactions from USPTO patents (1976-2016). Task: Predict the product of the given reaction. (1) Given the reactants [O:1]1[C:6]2[CH:7]=[CH:8][C:9]([CH2:11][NH:12][C:13]3[CH:14]=[C:15]([CH:18]=[CH:19][C:20]=3[F:21])[C:16]#[N:17])=[CH:10][C:5]=2[O:4][CH2:3][CH2:2]1.[C:22](Cl)(=[O:27])[CH2:23][CH2:24][CH2:25][CH3:26], predict the reaction product. The product is: [C:16]([C:15]1[CH:18]=[CH:19][C:20]([F:21])=[C:13]([N:12]([CH2:11][C:9]2[CH:8]=[CH:7][C:6]3[O:1][CH2:2][CH2:3][O:4][C:5]=3[CH:10]=2)[C:22](=[O:27])[CH2:23][CH2:24][CH2:25][CH3:26])[CH:14]=1)#[N:17]. (2) The product is: [CH3:1][O:2][C:3]1[CH:4]=[C:5]([CH:21]=[CH:22][C:23]=1[O:24][CH3:25])[CH2:6][C@H:7]1[C:16]2[C:11](=[CH:12][C:13]([O:19][CH3:20])=[C:14]([O:17][CH3:18])[CH:15]=2)[CH2:10][CH2:9][N:8]1[CH2:27][C:28]([NH:38][CH2:37][C:32]1[CH:33]=[CH:34][CH:35]=[CH:36][N:31]=1)=[O:29]. Given the reactants [CH3:1][O:2][C:3]1[CH:4]=[C:5]([CH:21]=[CH:22][C:23]=1[O:24][CH3:25])[CH2:6][C@H:7]1[C:16]2[C:11](=[CH:12][C:13]([O:19][CH3:20])=[C:14]([O:17][CH3:18])[CH:15]=2)[CH2:10][CH2:9][NH:8]1.Br[CH2:27][C:28](Br)=[O:29].[N:31]1[CH:36]=[CH:35][CH:34]=[CH:33][C:32]=1[CH2:37][NH2:38], predict the reaction product.